From a dataset of Reaction yield outcomes from USPTO patents with 853,638 reactions. Predict the reaction yield, written as a fraction of the theoretical maximum amount of product (1.0 means a 100% yield; for example, 0.34 means a 34% yield). (1) The reactants are [CH3:1][C@@H:2]1[CH2:19][C:18]2[C@:13](C)([CH2:14][CH2:15][C:16](=[O:20])[CH:17]=2)[C@@H:12]2[C@@H:3]1[C@H:4]1[C@@:8]([CH2:10][CH2:11]2)([CH3:9])[C:7](=[O:22])[CH2:6][CH2:5]1.O. The catalyst is C(O)(=O)C. The product is [CH3:1][C@H:2]1[C@H:3]2[C@H:4]3[C@:8]([CH3:9])([CH2:10][CH2:11][C@@H:12]2[C:13]2[CH:14]=[CH:15][C:16]([OH:20])=[CH:17][C:18]=2[CH2:19]1)[C:7](=[O:22])[CH2:6][CH2:5]3. The yield is 0.820. (2) The reactants are [OH-].[K+].[Cl:3][C:4]1[C:5]([N:10]2[C:14]([C:15]([O:17]CC)=[O:16])=[CH:13][C:12]([C:20]([F:23])([F:22])[F:21])=[N:11]2)=[N:6][CH:7]=[CH:8][CH:9]=1. The catalyst is O.C(O)C. The product is [Cl:3][C:4]1[C:5]([N:10]2[C:14]([C:15]([OH:17])=[O:16])=[CH:13][C:12]([C:20]([F:23])([F:21])[F:22])=[N:11]2)=[N:6][CH:7]=[CH:8][CH:9]=1. The yield is 0.930.